From a dataset of Experimentally validated miRNA-target interactions with 360,000+ pairs, plus equal number of negative samples. Binary Classification. Given a miRNA mature sequence and a target amino acid sequence, predict their likelihood of interaction. (1) The protein sequence of the target gene is MGPWGEPELLVWRPEAVASEPSVPVGLEVKLGALVLLLLLTLICSLVPVCVLRRSGANHEASASGQKALSLVSCFAGGVFLATCLLDLLPDYLAAIDEALEALHVTLQFPLQEFILAMGFFLVLVMEQITLAYKEQTSPPHPEETRALLGTVNGGPQHWHDGPGIPQAGGTPAAPSALRACVLVFSLALHSVFEGLAVGLQRDRARAMELCLALLLHKGILAVSLSLRLLQSHLRVQVVAGCGILFSCMTPLGIGLGAALAESAGPLHQLAQSVLEGMAAGTFLYITFLEILPQELATSE.... Result: 0 (no interaction). The miRNA is cel-miR-38-3p with sequence UCACCGGGAGAAAAACUGGAGU. (2) The miRNA is hsa-miR-4303 with sequence UUCUGAGCUGAGGACAG. The protein sequence of the target gene is MPAGLTEPAGAAPPAAVSASGTVTMAPAGALPVRVESTPVALGAVTKAPVSVCVEPTASQPLRSPVGTLVTKVAPVSAPPKVSSGPRLPAPQIVAVKAPNTTTIQFPANLQLPPGTVLIKSNSGPLMLVSPQQTVTRAETTSNITSRPAVPANPQTVKICTVPNSSSQLIKKVAVTPVKKLAQIGTTVVTTVPKPSSVQSVAVPTSVVTVTPGKPLNTVTTLKPSSLGASSTPSNEPNLKAENSAAVQINLSPTMLENVKKCKNFLAMLIKLACSGSQSPEMGQNVKKLVEQLLDAKIEA.... Result: 0 (no interaction). (3) The miRNA is hsa-miR-6716-3p with sequence UCCGAACUCUCCAUUCCUCUGC. The protein sequence of the target gene is MAATNTILAFSSPSRLLIPPSSNPSTLRSSFRGVSLNNNNLHRLQSVSFAVKAPSKALTVVSAAKKAVAVLKGTSDVEGVVTLTQDDSGPTTVNVRITGLTPGPHGFHLHEFGDTTNGCISTGPHFNPNNMTHGAPEDECRHAGDLGNINANADGVAETTIVDNQIPLTGPNSVVGRAFVVHELKDDLGKGGHELSLTTGNAGGRLACGVIGLTPL. Result: 0 (no interaction).